From a dataset of Full USPTO retrosynthesis dataset with 1.9M reactions from patents (1976-2016). Predict the reactants needed to synthesize the given product. (1) Given the product [CH3:1][C:2]1[C:7]([N:8]2[CH2:13][CH2:12][NH:11][CH2:10][CH2:9]2)=[N:6][C:5]([CH3:21])=[CH:4][N:3]=1, predict the reactants needed to synthesize it. The reactants are: [CH3:1][C:2]1[C:7]([N:8]2[CH2:13][CH2:12][N:11](CC3C=CC=CC=3)[CH2:10][CH2:9]2)=[N:6][C:5]([CH3:21])=[CH:4][N:3]=1.C([O-])=O.[NH4+]. (2) The reactants are: [NH2:1][C:2]1[C:3]2[N:4]([C:8]([C@@H:26]3[CH2:31][CH2:30][CH2:29][NH:28][CH2:27]3)=[N:9][C:10]=2[C:11]2[CH:25]=[CH:24][C:14]([C:15]([NH:17][C:18]3[CH:23]=[CH:22][CH:21]=[CH:20][N:19]=3)=[O:16])=[CH:13][CH:12]=2)[CH:5]=[CH:6][N:7]=1.C(N(CC)CC)C.Cl[C:40]([O:42][CH2:43][CH3:44])=[O:41]. Given the product [NH2:1][C:2]1[C:3]2[N:4]([C:8]([C@@H:26]3[CH2:31][CH2:30][CH2:29][N:28]([C:40]([O:42][CH2:43][CH3:44])=[O:41])[CH2:27]3)=[N:9][C:10]=2[C:11]2[CH:25]=[CH:24][C:14]([C:15](=[O:16])[NH:17][C:18]3[CH:23]=[CH:22][CH:21]=[CH:20][N:19]=3)=[CH:13][CH:12]=2)[CH:5]=[CH:6][N:7]=1, predict the reactants needed to synthesize it. (3) Given the product [CH:20]([N:18]1[N:17]=[N:16][C:15]([C:12]2[CH:11]=[CH:10][C:9]([OH:8])=[CH:14][CH:13]=2)=[N:19]1)([CH3:22])[CH3:21], predict the reactants needed to synthesize it. The reactants are: C([O:8][C:9]1[CH:14]=[CH:13][C:12]([C:15]2[N:16]=[N:17][N:18]([CH:20]([CH3:22])[CH3:21])[N:19]=2)=[CH:11][CH:10]=1)C1C=CC=CC=1.CO. (4) Given the product [CH3:1][O:2][C:3](=[O:14])[C:4]1[CH:9]=[CH:8][C:7]([C:21]([O:22][CH2:23][CH3:24])=[CH2:20])=[CH:6][CH:5]=1, predict the reactants needed to synthesize it. The reactants are: [CH3:1][O:2][C:3](=[O:14])[C:4]1[CH:9]=[CH:8][C:7](Br)=[CH:6][C:5]=1[N+]([O-])=O.C([Sn](CCCC)(CCCC)[CH:20]=[CH:21][O:22][CH2:23][CH3:24])CCC.O.CCOC(C)=O. (5) Given the product [OH:8][C:9]1[CH:36]=[CH:35][C:34]([CH:37]2[CH2:42][CH2:41][CH2:40][NH:39][CH2:38]2)=[CH:33][C:10]=1[C:11]([NH:13][C:14]1[CH:26]=[C:25]([C:27]2[CH:28]=[CH:29][CH:30]=[CH:31][CH:32]=2)[CH:24]=[CH:23][C:15]=1[C:16]([OH:18])=[O:17])=[O:12], predict the reactants needed to synthesize it. The reactants are: FC(F)(F)C(O)=O.[OH:8][C:9]1[CH:36]=[CH:35][C:34]([CH:37]2[CH2:42][CH2:41][CH2:40][NH:39][CH2:38]2)=[CH:33][C:10]=1[C:11]([NH:13][C:14]1[CH:26]=[C:25]([C:27]2[CH:32]=[CH:31][CH:30]=[CH:29][CH:28]=2)[CH:24]=[CH:23][C:15]=1[C:16]([O:18]C(C)(C)C)=[O:17])=[O:12].